From a dataset of Peptide-MHC class II binding affinity with 134,281 pairs from IEDB. Regression. Given a peptide amino acid sequence and an MHC pseudo amino acid sequence, predict their binding affinity value. This is MHC class II binding data. (1) The peptide sequence is GKEFIRCLALPFRGY. The MHC is HLA-DQA10201-DQB10303 with pseudo-sequence HLA-DQA10201-DQB10303. The binding affinity (normalized) is 0.432. (2) The peptide sequence is FEAAFNDAIKASTGG. The MHC is HLA-DQA10401-DQB10402 with pseudo-sequence HLA-DQA10401-DQB10402. The binding affinity (normalized) is 0.202. (3) The peptide sequence is PQHMLMRVAVGIHQW. The MHC is DRB1_0401 with pseudo-sequence DRB1_0401. The binding affinity (normalized) is 0.415. (4) The peptide sequence is KKITKVIMGAVLIWVGI. The MHC is HLA-DQA10102-DQB10501 with pseudo-sequence HLA-DQA10102-DQB10501. The binding affinity (normalized) is 0.454. (5) The peptide sequence is LASFSASTSAFIDTI. The MHC is DRB1_0101 with pseudo-sequence DRB1_0101. The binding affinity (normalized) is 0.469. (6) The peptide sequence is ELLVLLENERTLDFHDS. The MHC is DRB1_0401 with pseudo-sequence DRB1_0401. The binding affinity (normalized) is 0.226. (7) The MHC is DRB3_0101 with pseudo-sequence DRB3_0101. The peptide sequence is AATQARAAAAAFEAA. The binding affinity (normalized) is 0.393.